From a dataset of Tox21: 12 toxicity assays (nuclear receptors and stress response pathways). Binary classification across 12 toxicity assays. (1) The compound is CCOP(=S)(OCC)Oc1cc(-c2ccccc2)on1. It tested positive (active) for: NR-AhR (Aryl hydrocarbon Receptor agonist activity), and NR-ER (Estrogen Receptor agonist activity). (2) The compound is C=CCOc1ccc(CC(=O)O)cc1Cl. It tested positive (active) for: NR-AR (Androgen Receptor agonist activity), NR-ER (Estrogen Receptor agonist activity), NR-ER-LBD (Estrogen Receptor Ligand Binding Domain agonist), and NR-PPAR-gamma (PPAR-gamma nuclear receptor agonist). (3) The molecule is BrCc1cccc(Oc2ccccc2)c1. It tested positive (active) for: NR-ER (Estrogen Receptor agonist activity). (4) The drug is O=C(O)c1cc(I)cc(I)c1I. It tested positive (active) for: NR-PPAR-gamma (PPAR-gamma nuclear receptor agonist), and SR-ARE (Antioxidant Response Element (oxidative stress)).